This data is from Catalyst prediction with 721,799 reactions and 888 catalyst types from USPTO. The task is: Predict which catalyst facilitates the given reaction. Reactant: [Cl:1][C:2]1[CH:7]=[CH:6][C:5]([C:8]2[N:12]([CH2:13][CH:14]3[CH2:19][CH2:18][CH2:17][CH2:16][CH2:15]3)[C:11]3[CH:20]=[C:21]([F:25])[C:22]([F:24])=[CH:23][C:10]=3[N:9]=2)=[C:4]([O:26]C)[CH:3]=1.B(Br)(Br)Br. Product: [Cl:1][C:2]1[CH:7]=[CH:6][C:5]([C:8]2[N:12]([CH2:13][CH:14]3[CH2:15][CH2:16][CH2:17][CH2:18][CH2:19]3)[C:11]3[CH:20]=[C:21]([F:25])[C:22]([F:24])=[CH:23][C:10]=3[N:9]=2)=[C:4]([OH:26])[CH:3]=1. The catalyst class is: 4.